This data is from Catalyst prediction with 721,799 reactions and 888 catalyst types from USPTO. The task is: Predict which catalyst facilitates the given reaction. (1) Reactant: [BH4-].[Na+].[C:3]1([CH:9]2[C:14](=O)[NH:13][C:12]3[CH:16]=[CH:17][CH:18]=[C:19]([C:20](O)=[O:21])[C:11]=3[O:10]2)[CH:8]=[CH:7][CH:6]=[CH:5][CH:4]=1.O.C(=O)(O)[O-].[Na+]. Product: [C:3]1([CH:9]2[CH:14]=[N:13][C:12]3[CH:16]=[CH:17][CH:18]=[C:19]([CH2:20][OH:21])[C:11]=3[O:10]2)[CH:4]=[CH:5][CH:6]=[CH:7][CH:8]=1. The catalyst class is: 7. (2) Reactant: [Br:1][C:2]1[CH:3]=[CH:4][C:5]2[S:9](=[O:11])(=[O:10])[N:8]([CH2:12][CH2:13][C:14]([NH:16][NH2:17])=[O:15])[CH:7]([CH3:18])[C:6]=2[CH:19]=1.Cl[C:21](Cl)([O:23]C(=O)OC(Cl)(Cl)Cl)Cl. Product: [Br:1][C:2]1[CH:3]=[CH:4][C:5]2[S:9](=[O:11])(=[O:10])[N:8]([CH2:12][CH2:13][C:14]3[O:15][C:21](=[O:23])[NH:17][N:16]=3)[CH:7]([CH3:18])[C:6]=2[CH:19]=1. The catalyst class is: 417. (3) Reactant: Br[C:2]1[CH:7]=[CH:6][C:5]([Br:8])=[CH:4][N:3]=1.[Cu][C:10]#[N:11]. Product: [Br:8][C:5]1[CH:6]=[CH:7][C:2]([C:10]#[N:11])=[N:3][CH:4]=1. The catalyst class is: 42. (4) Reactant: CS([C:5]1[N:10]=[C:9]([N:11]2[CH2:16][CH2:15][C:14](=[O:17])[N:13]3[CH2:18][CH:19]=[C:20]([C:22]4[CH:27]=[CH:26][CH:25]=[CH:24][CH:23]=4)[N:21]=[C:12]23)[CH:8]=[CH:7][N:6]=1)(=O)=O.[NH2:28][CH:29]([CH3:39])[CH2:30][C:31]1[CH:36]=[CH:35][C:34]([CH2:37][OH:38])=[CH:33][CH:32]=1.O1CCOCC1. Product: [OH:38][CH2:37][C:34]1[CH:35]=[CH:36][C:31]([CH2:30][CH:29]([NH:28][C:5]2[N:10]=[C:9]([N:11]3[CH2:16][CH2:15][C:14](=[O:17])[N:13]4[CH2:18][CH:19]=[C:20]([C:22]5[CH:23]=[CH:24][CH:25]=[CH:26][CH:27]=5)[N:21]=[C:12]34)[CH:8]=[CH:7][N:6]=2)[CH3:39])=[CH:32][CH:33]=1. The catalyst class is: 60. (5) Reactant: [CH2:1]([NH:3][C:4]([N:6]1[C:14]2[C:9](=[CH:10][C:11]([O:15][C:16]3[CH:21]=[CH:20][N:19]=[C:18]([NH:22][C:23](=[O:31])OC4C=CC=CC=4)[CH:17]=3)=[CH:12][CH:13]=2)[CH:8]=[CH:7]1)=[O:5])[CH3:2].[CH2:32]([O:34][CH2:35][CH2:36][NH2:37])[CH3:33]. Product: [CH2:1]([NH:3][C:4]([N:6]1[C:14]2[C:13](=[CH:12][C:11]([O:15][C:16]3[CH:21]=[CH:20][N:19]=[C:18]([NH:22][C:23]([NH:37][CH2:36][CH2:35][O:34][CH2:32][CH3:33])=[O:31])[CH:17]=3)=[CH:10][CH:9]=2)[CH:8]=[CH:7]1)=[O:5])[CH3:2]. The catalyst class is: 9. (6) Reactant: [Br-].[CH2:2]([N+:9]1[CH:14]=[CH:13][CH:12]=[C:11]([CH3:15])[CH:10]=1)[C:3]1[CH:8]=[CH:7][CH:6]=[CH:5][CH:4]=1.[BH4-].[Na+]. Product: [CH2:2]([N:9]1[CH2:10][C:11]([CH3:15])=[CH:12][CH2:13][CH2:14]1)[C:3]1[CH:8]=[CH:7][CH:6]=[CH:5][CH:4]=1. The catalyst class is: 5. (7) Reactant: [CH3:1][C:2]([CH3:13])([C:8]1[NH:12][N:11]=[N:10][N:9]=1)[C:3]([O:5][CH2:6][CH3:7])=[O:4].C([O-])([O-])=O.[K+].[K+].[CH2:20](Br)[C:21]1[CH:26]=[CH:25][CH:24]=[CH:23][CH:22]=1. Product: [CH2:20]([N:10]1[N:11]=[N:12][C:8]([C:2]([CH3:1])([CH3:13])[C:3]([O:5][CH2:6][CH3:7])=[O:4])=[N:9]1)[C:21]1[CH:26]=[CH:25][CH:24]=[CH:23][CH:22]=1. The catalyst class is: 21. (8) Reactant: [C:1]([OH:8])(=[O:7])[CH2:2][CH2:3][C:4]([OH:6])=[O:5]. Product: [OH2:5].[OH2:5].[C:1]([OH:8])(=[O:7])[CH2:2][CH2:3][C:4]([OH:6])=[O:5]. The catalyst class is: 6. (9) Reactant: [O:1]1[C:6]2[CH:7]=[CH:8][CH:9]=[CH:10][C:5]=2[O:4][CH2:3][CH:2]1[CH2:11][NH2:12].[S:13](N)([NH2:16])(=[O:15])=[O:14]. Product: [O:1]1[C:6]2[CH:7]=[CH:8][CH:9]=[CH:10][C:5]=2[O:4][CH2:3][CH:2]1[CH2:11][NH:12][S:13]([NH2:16])(=[O:15])=[O:14]. The catalyst class is: 12.